From a dataset of Peptide-MHC class I binding affinity with 185,985 pairs from IEDB/IMGT. Regression. Given a peptide amino acid sequence and an MHC pseudo amino acid sequence, predict their binding affinity value. This is MHC class I binding data. The peptide sequence is SSVSPPNVL. The MHC is HLA-B15:03 with pseudo-sequence HLA-B15:03. The binding affinity (normalized) is 0.731.